Dataset: Reaction yield outcomes from USPTO patents with 853,638 reactions. Task: Predict the reaction yield, written as a fraction of the theoretical maximum amount of product (1.0 means a 100% yield; for example, 0.34 means a 34% yield). (1) The reactants are Cl[C:2]1[N:7]2[N:8]=[C:9](C)[CH:10]=[C:6]2[N:5]=[C:4]([NH:12][C:13](=[O:24])[C:14]2[CH:19]=[CH:18][C:17]([C:20]([OH:23])([CH3:22])[CH3:21])=[CH:16][CH:15]=2)[CH:3]=1.[NH:25]1[CH2:30][CH2:29][CH:28]([C:31]([OH:33])=[O:32])[CH2:27][CH2:26]1. The catalyst is O1CCOCC1.CS(C)=O.CO. The product is [OH:23][C:20]([C:17]1[CH:18]=[CH:19][C:14]([C:13]([NH:12][C:4]2[CH:3]=[C:2]([N:25]3[CH2:30][CH2:29][CH:28]([C:31]([OH:33])=[O:32])[CH2:27][CH2:26]3)[N:7]3[N:8]=[CH:9][CH:10]=[C:6]3[N:5]=2)=[O:24])=[CH:15][CH:16]=1)([CH3:22])[CH3:21]. The yield is 0.500. (2) The reactants are [CH3:1][NH:2][C:3](=[O:5])[CH3:4].[H-].[Na+].Br[CH2:9][C:10]1[N:15]=[C:14]([C:16]#[N:17])[C:13]([CH3:18])=[CH:12][CH:11]=1.O. The yield is 0.690. The product is [C:16]([C:14]1[N:15]=[C:10]([CH2:9][N:2]([CH3:1])[C:3](=[O:5])[CH3:4])[CH:11]=[CH:12][C:13]=1[CH3:18])#[N:17]. The catalyst is C1COCC1.